The task is: Predict the reactants needed to synthesize the given product.. This data is from Full USPTO retrosynthesis dataset with 1.9M reactions from patents (1976-2016). (1) Given the product [C:1]([O:5][C:6]([N:8]1[C:16]2[C:11](=[CH:12][CH:13]=[CH:14][CH:15]=2)[C:10]([CH2:17][O:18][C:28](=[O:31])[CH2:29][CH3:30])=[CH:9]1)=[O:7])([CH3:4])([CH3:2])[CH3:3], predict the reactants needed to synthesize it. The reactants are: [C:1]([O:5][C:6]([N:8]1[C:16]2[C:11](=[CH:12][CH:13]=[CH:14][CH:15]=2)[C:10]([CH2:17][OH:18])=[CH:9]1)=[O:7])([CH3:4])([CH3:3])[CH3:2].CC1C=CN=C(N)C=1C.[C:28](O[C:28](=[O:31])[CH2:29][CH3:30])(=[O:31])[CH2:29][CH3:30].C(=O)(O)[O-].[Na+]. (2) The reactants are: [CH3:1][O:2][C:3]1[CH:8]=[C:7]([CH2:9][N:10]2C(=O)C3=CC=CC=C3C2=O)[CH:6]=[CH:5][C:4]=1[C:21]1[CH:26]=[CH:25][CH:24]=[CH:23][CH:22]=1.C(O)C. Given the product [CH3:1][O:2][C:3]1[CH:8]=[C:7]([CH2:9][NH2:10])[CH:6]=[CH:5][C:4]=1[C:21]1[CH:26]=[CH:25][CH:24]=[CH:23][CH:22]=1, predict the reactants needed to synthesize it. (3) Given the product [Cl:26][CH2:25][CH2:24][CH2:23][CH2:22][CH2:21][C:20]1[N:19]([C:13]2[CH:14]=[CH:15][CH:16]=[CH:17][CH:18]=2)[C:2]2=[N:3][C:4]([O:11][CH3:12])=[CH:5][CH:6]=[C:7]2[N:8]=1, predict the reactants needed to synthesize it. The reactants are: Cl[C:2]1[C:7]([N+:8]([O-])=O)=[CH:6][CH:5]=[C:4]([O:11][CH3:12])[N:3]=1.[C:13]1([NH:19][C:20](=O)[CH2:21][CH2:22][CH2:23][CH2:24][CH2:25][Cl:26])[CH:18]=[CH:17][CH:16]=[CH:15][CH:14]=1. (4) Given the product [CH3:32][N:29]1[CH2:28][CH2:27][N:26]([C:22]2[N:21]=[C:20]([C:9]3[CH:10]=[C:11]4[CH:17]=[CH:16][NH:15][C:12]4=[N:13][CH:14]=3)[CH:25]=[N:24][CH:23]=2)[CH2:31][CH2:30]1, predict the reactants needed to synthesize it. The reactants are: CC1(C)C(C)(C)OB([C:9]2[CH:10]=[C:11]3[CH:17]=[CH:16][NH:15][C:12]3=[N:13][CH:14]=2)O1.Cl[C:20]1[CH:25]=[N:24][CH:23]=[C:22]([N:26]2[CH2:31][CH2:30][N:29]([CH3:32])[CH2:28][CH2:27]2)[N:21]=1.C([O-])([O-])=O.[Cs+].[Cs+]. (5) Given the product [OH:28][C@H:23]1[CH2:24][CH2:25][CH2:26][CH2:27][C@@H:22]1[NH:21][C:19]([C:11]1[CH:10]=[C:9]([CH2:8][C:5]2[CH:6]=[N:7][C:2]([CH3:30])=[CH:3][CH:4]=2)[C:18]2[C:13](=[CH:14][CH:15]=[CH:16][CH:17]=2)[N:12]=1)=[O:20], predict the reactants needed to synthesize it. The reactants are: Cl[C:2]1[N:7]=[CH:6][C:5]([CH2:8][C:9]2[C:18]3[C:13](=[CH:14][CH:15]=[CH:16][CH:17]=3)[N:12]=[C:11]([C:19]([NH:21][C@H:22]3[CH2:27][CH2:26][CH2:25][CH2:24][C@@H:23]3[OH:28])=[O:20])[CH:10]=2)=[CH:4][CH:3]=1.[Zn](C)[CH3:30]. (6) Given the product [CH3:1][CH2:2][CH2:3][CH2:4][CH2:5][N:6]([CH2:8][CH2:9][C:10]([P:16]([O-:19])([OH:18])=[O:17])([P:12]([OH:15])([OH:14])=[O:13])[OH:11])[CH3:7].[Na+:24], predict the reactants needed to synthesize it. The reactants are: [CH3:1][CH2:2][CH2:3][CH2:4][CH2:5][N:6]([CH2:8][CH2:9][C:10]([P:16]([OH:19])([OH:18])=[O:17])([P:12]([OH:15])([OH:14])=[O:13])[OH:11])[CH3:7].C([O-])(=O)C.[Na+:24]. (7) Given the product [ClH:29].[ClH:29].[NH2:20][CH:17]1[CH2:16][CH2:15][N:14]([CH2:13][CH2:12][N:9]2[C:10]3[C:5](=[CH:4][CH:3]=[C:2]([F:1])[CH:11]=3)[N:6]=[CH:7][C:8]2=[O:28])[CH2:19][CH2:18]1, predict the reactants needed to synthesize it. The reactants are: [F:1][C:2]1[CH:11]=[C:10]2[C:5]([N:6]=[CH:7][C:8](=[O:28])[N:9]2[CH2:12][CH2:13][N:14]2[CH2:19][CH2:18][CH:17]([NH:20]C(=O)OC(C)(C)C)[CH2:16][CH2:15]2)=[CH:4][CH:3]=1.[ClH:29].